Dataset: Reaction yield outcomes from USPTO patents with 853,638 reactions. Task: Predict the reaction yield, written as a fraction of the theoretical maximum amount of product (1.0 means a 100% yield; for example, 0.34 means a 34% yield). The reactants are [CH2:1]([O:3][C:4]1[CH:10]=[CH:9][C:7]([NH2:8])=[C:6]([N+:11]([O-:13])=[O:12])[CH:5]=1)[CH3:2].CCN(C(C)C)C(C)C.[CH2:23]([O:25][C:26]1[CH:27]=[C:28]([CH:34]=[CH:35][CH:36]=1)[O:29][CH2:30][C:31](Cl)=[O:32])[CH3:24]. The catalyst is C(Cl)Cl. The product is [CH2:1]([O:3][C:4]1[CH:10]=[CH:9][C:7]([NH:8][C:31](=[O:32])[CH2:30][O:29][C:28]2[CH:34]=[CH:35][CH:36]=[C:26]([O:25][CH2:23][CH3:24])[CH:27]=2)=[C:6]([N+:11]([O-:13])=[O:12])[CH:5]=1)[CH3:2]. The yield is 0.800.